This data is from Full USPTO retrosynthesis dataset with 1.9M reactions from patents (1976-2016). The task is: Predict the reactants needed to synthesize the given product. (1) Given the product [CH3:1][O:2][C:3]1[CH:8]=[CH:7][CH:6]=[C:5]2[C:4]=1[N:9]=[CH:4][CH:3]=[C:8]2[CH3:7], predict the reactants needed to synthesize it. The reactants are: [CH3:1][O:2][C:3]1[C:4]([NH2:9])=[CH:5][CH:6]=[CH:7][CH:8]=1. (2) Given the product [CH2:1]([N:5]1[CH2:6][CH2:7][NH:8][C:12](=[O:18])[C:13]1=[O:15])[CH2:2][CH2:3][CH3:4], predict the reactants needed to synthesize it. The reactants are: [CH2:1]([NH:5][CH2:6][CH2:7][NH2:8])[CH2:2][CH2:3][CH3:4].C(O[C:12](=[O:18])[C:13]([O:15]CC)=O)C. (3) Given the product [CH2:1]([O:8][C:9]1[CH:10]=[CH:11][C:12]([CH2:15][CH:16]([O:20][CH2:21][CH3:22])[C:17]([O:19][CH:24]([CH3:25])[CH3:23])=[O:18])=[CH:13][CH:14]=1)[C:2]1[CH:7]=[CH:6][CH:5]=[CH:4][CH:3]=1, predict the reactants needed to synthesize it. The reactants are: [CH2:1]([O:8][C:9]1[CH:14]=[CH:13][C:12]([CH2:15][CH:16]([O:20][CH2:21][CH3:22])[C:17]([OH:19])=[O:18])=[CH:11][CH:10]=1)[C:2]1[CH:7]=[CH:6][CH:5]=[CH:4][CH:3]=1.[CH3:23][CH:24](O)[CH3:25].